From a dataset of Catalyst prediction with 721,799 reactions and 888 catalyst types from USPTO. Predict which catalyst facilitates the given reaction. Reactant: [OH:1][CH2:2][CH2:3][CH2:4][C@H:5]([C:35]([O:37][C:38]([CH3:41])([CH3:40])[CH3:39])=[O:36])[CH2:6][C@@H:7]([C:28]([O:30][C:31]([CH3:34])([CH3:33])[CH3:32])=[O:29])[NH:8][C:9]([C:22]1[CH:27]=[CH:26][CH:25]=[CH:24][CH:23]=1)([C:16]1[CH:21]=[CH:20][CH:19]=[CH:18][CH:17]=1)[C:10]1[CH:15]=[CH:14][CH:13]=[CH:12][CH:11]=1.C(N(CC)CC)C.[N+:49]([C:52]1[CH:57]=[CH:56][C:55]([S:58](Cl)(=[O:60])=[O:59])=[CH:54][C:53]=1[C:62]([F:65])([F:64])[F:63])([O-:51])=[O:50].O. Product: [N+:49]([C:52]1[CH:57]=[CH:56][C:55]([S:58]([O:1][CH2:2][CH2:3][CH2:4][C@H:5]([C:35]([O:37][C:38]([CH3:41])([CH3:40])[CH3:39])=[O:36])[CH2:6][C@@H:7]([C:28]([O:30][C:31]([CH3:33])([CH3:34])[CH3:32])=[O:29])[NH:8][C:9]([C:10]2[CH:15]=[CH:14][CH:13]=[CH:12][CH:11]=2)([C:22]2[CH:27]=[CH:26][CH:25]=[CH:24][CH:23]=2)[C:16]2[CH:17]=[CH:18][CH:19]=[CH:20][CH:21]=2)(=[O:60])=[O:59])=[CH:54][C:53]=1[C:62]([F:65])([F:63])[F:64])([O-:51])=[O:50]. The catalyst class is: 4.